This data is from Rat liver microsome stability data. The task is: Regression/Classification. Given a drug SMILES string, predict its absorption, distribution, metabolism, or excretion properties. Task type varies by dataset: regression for continuous measurements (e.g., permeability, clearance, half-life) or binary classification for categorical outcomes (e.g., BBB penetration, CYP inhibition). Dataset: rlm. (1) The molecule is C[C@@H](c1ccc(-c2ccc(F)cc2F)cc1)N1CC[C@](CCCO)(c2ccccc2)OC1=O. The result is 1 (stable in rat liver microsomes). (2) The molecule is O=C(Nc1ccc(-c2nc(N3CCOCC3)c3nnn(C4CC4)c3n2)cc1)Nc1cccnc1. The result is 1 (stable in rat liver microsomes). (3) The compound is Fc1cc(Nc2nc(-c3ccncc3)nc3ccccc23)ccc1-c1cn[nH]c1. The result is 1 (stable in rat liver microsomes). (4) The compound is Nc1nccc2cc(O[C@H]3CCCNC3)ccc12. The result is 0 (unstable in rat liver microsomes). (5) The drug is CC(C)S(=O)(=O)c1ccn([C@@H](CC2CCCC2)C(=O)Nc2ccn(C)n2)c(=O)c1. The result is 1 (stable in rat liver microsomes).